Dataset: Forward reaction prediction with 1.9M reactions from USPTO patents (1976-2016). Task: Predict the product of the given reaction. (1) Given the reactants [Cl:1][C:2]1[CH:7]=[CH:6][C:5]([N:8]2[CH:12]=[CH:11][C:10]([C:13]([F:16])([F:15])[F:14])=[C:9]2[CH2:17][OH:18])=[CH:4][CH:3]=1.[F:19][C:20]1[C:25]([F:26])=[C:24](O)[CH:23]=[CH:22][C:21]=1[CH2:28][CH2:29][C:30]([O:32]CC)=[O:31], predict the reaction product. The product is: [Cl:1][C:2]1[CH:3]=[CH:4][C:5]([N:8]2[CH:12]=[CH:11][C:10]([C:13]([F:14])([F:15])[F:16])=[C:9]2[CH2:17][O:18][C:24]2[CH:23]=[CH:22][C:21]([CH2:28][CH2:29][C:30]([OH:32])=[O:31])=[C:20]([F:19])[C:25]=2[F:26])=[CH:6][CH:7]=1. (2) Given the reactants [C:9](O[C:9]([O:11][C:12]([CH3:15])([CH3:14])[CH3:13])=[O:10])([O:11][C:12]([CH3:15])([CH3:14])[CH3:13])=[O:10].[OH:16][C:17]1[C:18]([C:33]([O:35][CH3:36])=[O:34])=[N:19][C:20]([C:23]2[CH:32]=[C:31]3[C:26]([CH2:27][CH2:28][CH2:29][NH:30]3)=[CH:25][CH:24]=2)=[CH:21][CH:22]=1, predict the reaction product. The product is: [OH:16][C:17]1[CH:22]=[CH:21][C:20]([C:23]2[CH:32]=[C:31]3[C:26]([CH2:27][CH2:28][CH2:29][N:30]3[C:9]([O:11][C:12]([CH3:13])([CH3:14])[CH3:15])=[O:10])=[CH:25][CH:24]=2)=[N:19][C:18]=1[C:33]([O:35][CH3:36])=[O:34]. (3) Given the reactants [CH3:1][C:2]1[CH:3]=[N:4][N:5]([C:7]2[CH:12]=[CH:11][N:10]=[CH:9][C:8]=2[N:13]2[CH2:18][CH2:17][CH:16]([C:19]([OH:21])=O)[CH2:15][CH2:14]2)[CH:6]=1.CN(C=O)C.CN(C(ON1N=NC2C=CC=NC1=2)=[N+](C)C)C.F[P-](F)(F)(F)(F)F.[CH3:51][O:52][C@@H:53]1[CH2:57][NH:56][C@@H:55]([C:58]#[N:59])[CH2:54]1, predict the reaction product. The product is: [CH3:51][O:52][C@@H:53]1[CH2:57][N:56]([C:19]([CH:16]2[CH2:15][CH2:14][N:13]([C:8]3[CH:9]=[N:10][CH:11]=[CH:12][C:7]=3[N:5]3[CH:6]=[C:2]([CH3:1])[CH:3]=[N:4]3)[CH2:18][CH2:17]2)=[O:21])[C@@H:55]([C:58]#[N:59])[CH2:54]1. (4) The product is: [Cl:16][C:12]1[CH:11]=[CH:10][CH:9]=[C:8]2[C:13]=1[C:14]([OH:15])=[C:5]([C:3]([OH:4])=[O:2])[C:6](=[O:18])[N:7]2[CH3:17]. Given the reactants C[O:2][C:3]([C:5]1[C:6](=[O:18])[N:7]([CH3:17])[C:8]2[C:13]([C:14]=1[OH:15])=[C:12]([Cl:16])[CH:11]=[CH:10][CH:9]=2)=[O:4], predict the reaction product. (5) Given the reactants ClCCl.Br[C:5]1[CH:10]=[CH:9][C:8]([NH:11][C:12]([N:14]2[CH2:19][CH2:18][N:17]([C:20]([O:22][C:23]([CH3:26])([CH3:25])[CH3:24])=[O:21])[CH2:16][CH:15]2[CH2:27][O:28][C:29]2[CH:30]=[N:31][CH:32]=[CH:33][CH:34]=2)=[O:13])=[CH:7][CH:6]=1.[CH3:35][O:36][C:37]1[CH:42]=[CH:41][C:40](B(O)O)=[CH:39][CH:38]=1.C(=O)([O-])[O-].[Na+].[Na+], predict the reaction product. The product is: [CH3:35][O:36][C:37]1[CH:42]=[CH:41][C:40]([C:5]2[CH:6]=[CH:7][C:8]([NH:11][C:12]([N:14]3[CH2:19][CH2:18][N:17]([C:20]([O:22][C:23]([CH3:26])([CH3:25])[CH3:24])=[O:21])[CH2:16][CH:15]3[CH2:27][O:28][C:29]3[CH:30]=[N:31][CH:32]=[CH:33][CH:34]=3)=[O:13])=[CH:9][CH:10]=2)=[CH:39][CH:38]=1. (6) The product is: [CH2:1]([O:8][C:9]1[CH:10]=[CH:11][C:12]([C:13]([O:15][C:16]2[CH:17]=[CH:18][C:19]([CH2:22][N:23]([CH2:48][C:49]([OH:51])=[O:50])[C:24](=[O:47])[C:25]3[CH:30]=[CH:29][C:28]([NH:31][C:32](=[O:46])[CH2:33][C:34]4[CH:39]=[CH:38][C:37]([O:40][CH3:41])=[CH:36][C:35]=4[C:42]([F:44])([F:45])[F:43])=[CH:27][CH:26]=3)=[CH:20][CH:21]=2)=[O:14])=[CH:56][CH:57]=1)[CH2:2][CH2:3][CH2:4][CH2:5][CH2:6][CH3:7]. Given the reactants [CH2:1]([O:8][C:9]1[CH:57]=[CH:56][C:12]([C:13]([O:15][C:16]2[CH:21]=[CH:20][C:19]([CH2:22][N:23]([CH2:48][C:49]([O:51]C(C)(C)C)=[O:50])[C:24](=[O:47])[C:25]3[CH:30]=[CH:29][C:28]([NH:31][C:32](=[O:46])[CH2:33][C:34]4[CH:39]=[CH:38][C:37]([O:40][CH3:41])=[CH:36][C:35]=4[C:42]([F:45])([F:44])[F:43])=[CH:27][CH:26]=3)=[CH:18][CH:17]=2)=[O:14])=[CH:11][CH:10]=1)[CH2:2][CH2:3][CH2:4][CH2:5][CH2:6][CH3:7].C(O)(C(F)(F)F)=O, predict the reaction product. (7) Given the reactants [CH3:1][C:2]1[C:7]([C:8]2[CH:13]=[CH:12][CH:11]=[C:10]([N+:14]([O-])=O)[CH:9]=2)=[CH:6][C:5]([NH:17][C:18](=[O:29])[C:19]2[CH:24]=[CH:23][CH:22]=[C:21]([C:25]([F:28])([F:27])[F:26])[CH:20]=2)=[CH:4][CH:3]=1.C(O)C, predict the reaction product. The product is: [NH2:14][C:10]1[CH:9]=[C:8]([C:7]2[C:2]([CH3:1])=[CH:3][CH:4]=[C:5]([NH:17][C:18](=[O:29])[C:19]3[CH:24]=[CH:23][CH:22]=[C:21]([C:25]([F:26])([F:27])[F:28])[CH:20]=3)[CH:6]=2)[CH:13]=[CH:12][CH:11]=1.